From a dataset of Reaction yield outcomes from USPTO patents with 853,638 reactions. Predict the reaction yield, written as a fraction of the theoretical maximum amount of product (1.0 means a 100% yield; for example, 0.34 means a 34% yield). (1) The reactants are [OH:1][C:2]1[CH:7]=[CH:6][C:5]([CH2:8][N:9]2[CH2:14][CH2:13][CH2:12][CH2:11][CH2:10]2)=[CH:4][C:3]=1[NH:15][C:16](=[O:22])[O:17][C:18]([CH3:21])([CH3:20])[CH3:19].C([O-])([O-])=O.[Cs+].[Cs+].Br[CH2:30][CH2:31][CH2:32][CH2:33][CH2:34][S:35][C:36]1[C:45]2[C:40](=[CH:41][C:42]([C:46]([F:49])([F:48])[F:47])=[CH:43][CH:44]=2)[N:39]=[CH:38][CH:37]=1. The catalyst is CN(C=O)C. The product is [F:49][C:46]([F:47])([F:48])[C:42]1[CH:41]=[C:40]2[C:45]([C:36]([S:35][CH2:34][CH2:33][CH2:32][CH2:31][CH2:30][O:1][C:2]3[CH:7]=[CH:6][C:5]([CH2:8][N:9]4[CH2:10][CH2:11][CH2:12][CH2:13][CH2:14]4)=[CH:4][C:3]=3[NH:15][C:16](=[O:22])[O:17][C:18]([CH3:19])([CH3:21])[CH3:20])=[CH:37][CH:38]=[N:39]2)=[CH:44][CH:43]=1. The yield is 0.690. (2) The reactants are [NH2:1][C:2]1[CH:11]=[CH:10][C:5]([C:6]([O:8][CH3:9])=[O:7])=[C:4]([O:12][CH3:13])[CH:3]=1.[C:14](OC(=O)C)(=[O:16])[CH3:15]. The catalyst is C(O)C. The product is [C:14]([NH:1][C:2]1[CH:11]=[CH:10][C:5]([C:6]([O:8][CH3:9])=[O:7])=[C:4]([O:12][CH3:13])[CH:3]=1)(=[O:16])[CH3:15]. The yield is 0.880. (3) The reactants are [CH2:1]([O:8][CH2:9][C:10]1([CH:20]=O)[CH2:19][CH2:18][C:13]2([O:17][CH2:16][CH2:15][O:14]2)[CH2:12][CH2:11]1)[C:2]1[CH:7]=[CH:6][CH:5]=[CH:4][CH:3]=1.[C:22](=O)([O-])[O-].[K+].[K+].CC(C)C(=O)C(P(=O)([O-])[O-])=[N+]=[N-]. The catalyst is CO. The product is [CH2:1]([O:8][CH2:9][C:10]1([C:20]#[CH:22])[CH2:11][CH2:12][C:13]2([O:17][CH2:16][CH2:15][O:14]2)[CH2:18][CH2:19]1)[C:2]1[CH:7]=[CH:6][CH:5]=[CH:4][CH:3]=1. The yield is 0.900.